From a dataset of Full USPTO retrosynthesis dataset with 1.9M reactions from patents (1976-2016). Predict the reactants needed to synthesize the given product. (1) Given the product [CH2:33]([O:32][C:14]1[CH:15]=[CH:16][C:17]2[C:18]3[N:19]([CH2:20][C:21]([NH:24][C:25](=[O:31])[O:26][C:27]([CH3:30])([CH3:29])[CH3:28])([CH3:23])[CH3:22])[C:5]([CH2:4][O:3][CH2:1][CH3:2])=[N:8][C:9]=3[CH:10]=[N:11][C:12]=2[CH:13]=1)[C:34]1[CH:35]=[CH:36][CH:37]=[CH:38][CH:39]=1, predict the reactants needed to synthesize it. The reactants are: [CH2:1]([O:3][CH2:4][C:5](Cl)=O)[CH3:2].[NH2:8][C:9]1[CH:10]=[N:11][C:12]2[C:17]([C:18]=1[NH:19][CH2:20][C:21]([NH:24][C:25](=[O:31])[O:26][C:27]([CH3:30])([CH3:29])[CH3:28])([CH3:23])[CH3:22])=[CH:16][CH:15]=[C:14]([O:32][CH2:33][C:34]1[CH:39]=[CH:38][CH:37]=[CH:36][CH:35]=1)[CH:13]=2.C(N(CC)CC)C. (2) Given the product [CH3:1][O:2][C:3]1[CH:4]=[C:5]2[C:9](=[CH:10][C:11]=1[O:12][CH3:13])[C:8](=[O:14])[C:7](=[CH:21][C:18]1[CH:19]=[CH:20][N:15]=[CH:16][CH:17]=1)[CH2:6]2, predict the reactants needed to synthesize it. The reactants are: [CH3:1][O:2][C:3]1[CH:4]=[C:5]2[C:9](=[CH:10][C:11]=1[O:12][CH3:13])[C:8](=[O:14])[CH2:7][CH2:6]2.[N:15]1[CH:20]=[CH:19][C:18]([CH:21]=O)=[CH:17][CH:16]=1.[OH-].[K+]. (3) Given the product [C:1]([Si:5]([C:42]1[CH:47]=[CH:46][CH:45]=[CH:44][CH:43]=1)([C:36]1[CH:41]=[CH:40][CH:39]=[CH:38][CH:37]=1)[O:6][C@:7]([C@@H:14]([CH:16]([O:18][Si:19]([C:32]([CH3:35])([CH3:34])[CH3:33])([C:26]1[CH:27]=[CH:28][CH:29]=[CH:30][CH:31]=1)[C:20]1[CH:25]=[CH:24][CH:23]=[CH:22][CH:21]=1)[OH:17])[OH:15])([OH:13])[C:8]([F:12])([F:11])[C:9]([O:60][S:59]([CH3:58])(=[O:61])=[O:63])=[O:10])([CH3:2])([CH3:3])[CH3:4], predict the reactants needed to synthesize it. The reactants are: [C:1]([Si:5]([C:42]1[CH:47]=[CH:46][CH:45]=[CH:44][CH:43]=1)([C:36]1[CH:41]=[CH:40][CH:39]=[CH:38][CH:37]=1)[O:6][C@:7]([C@@H:14]([CH:16]([O:18][Si:19]([C:32]([CH3:35])([CH3:34])[CH3:33])([C:26]1[CH:31]=[CH:30][CH:29]=[CH:28][CH:27]=1)[C:20]1[CH:25]=[CH:24][CH:23]=[CH:22][CH:21]=1)[OH:17])[OH:15])([OH:13])[C:8]([F:12])([F:11])[CH:9]=[O:10])([CH3:4])([CH3:3])[CH3:2].ClCCl.C(N(CC)CC)C.[CH3:58][S:59](Cl)(=[O:61])=[O:60].[OH2:63]. (4) The reactants are: [F:1][C:2]1[CH:3]=[C:4]2[C:9](=O)[O:8][C:6](=[O:7])[C:5]2=[CH:11][CH:12]=1.[NH2:13]C(N)=O. Given the product [F:1][C:2]1[CH:3]=[C:4]2[C:5](=[CH:11][CH:12]=1)[C:6](=[O:7])[NH:13][C:9]2=[O:8], predict the reactants needed to synthesize it. (5) Given the product [CH3:18][O:17][C:14]1[N:13]=[CH:12][C:11]([NH:10][C:8]([C:3]2[C:4]([CH3:7])=[N:5][S:6][C:2]=2[NH:1][C:20]2[CH:29]=[CH:28][C:23]([C:24]([O:26][CH3:27])=[O:25])=[CH:22][N:21]=2)=[O:9])=[CH:16][CH:15]=1, predict the reactants needed to synthesize it. The reactants are: [NH2:1][C:2]1[S:6][N:5]=[C:4]([CH3:7])[C:3]=1[C:8]([NH:10][C:11]1[CH:12]=[N:13][C:14]([O:17][CH3:18])=[CH:15][CH:16]=1)=[O:9].Cl[C:20]1[CH:29]=[CH:28][C:23]([C:24]([O:26][CH3:27])=[O:25])=[CH:22][N:21]=1.C(=O)([O-])[O-].[Cs+].[Cs+].CC1(C)C2C(=C(P(C3C=CC=CC=3)C3C=CC=CC=3)C=CC=2)OC2C(P(C3C=CC=CC=3)C3C=CC=CC=3)=CC=CC1=2. (6) Given the product [CH:1]1([CH:7]([NH:27][C:28]2[CH:29]=[CH:30][C:31]([C:34]([NH:36][CH2:37][CH2:38][C:39]([OH:41])=[O:40])=[O:35])=[CH:32][CH:33]=2)[C:9]2[C:10]([CH:24]([CH3:26])[CH3:25])=[N:11][N:12]([C:14]3[CH:19]=[CH:18][C:17]([C:20]([F:23])([F:22])[F:21])=[CH:16][N:15]=3)[CH:13]=2)[CH2:6][CH2:5][CH2:4][CH2:3][CH2:2]1, predict the reactants needed to synthesize it. The reactants are: [CH:1]1([CH:7]([C:9]2[C:10]([CH:24]([CH3:26])[CH3:25])=[N:11][N:12]([C:14]3[CH:19]=[CH:18][C:17]([C:20]([F:23])([F:22])[F:21])=[CH:16][N:15]=3)[CH:13]=2)O)[CH2:6][CH2:5][CH2:4][CH2:3][CH2:2]1.[NH2:27][C:28]1[CH:33]=[CH:32][C:31]([C:34]([NH:36][CH2:37][CH2:38][C:39]([O:41]CC)=[O:40])=[O:35])=[CH:30][CH:29]=1. (7) Given the product [NH:28]1[C:29]2[C:25](=[CH:24][C:23]([O:22][C:2]3[CH:12]=[C:11]([F:13])[CH:10]=[CH:9][C:3]=3[C:4]([O:6][CH2:7][CH3:8])=[O:5])=[CH:31][CH:30]=2)[CH:26]=[N:27]1, predict the reactants needed to synthesize it. The reactants are: F[C:2]1[CH:12]=[C:11]([F:13])[CH:10]=[CH:9][C:3]=1[C:4]([O:6][CH2:7][CH3:8])=[O:5].[O-]P([O-])([O-])=O.[K+].[K+].[K+].[OH:22][C:23]1[CH:24]=[C:25]2[C:29](=[CH:30][CH:31]=1)[NH:28][N:27]=[CH:26]2.CCOCC. (8) Given the product [Br:1][C:2]1[C:3]([C:8]([N:28]([O:29][CH3:30])[CH3:27])=[O:10])=[N:4][CH:5]=[CH:6][CH:7]=1, predict the reactants needed to synthesize it. The reactants are: [Br:1][C:2]1[C:3]([C:8]([OH:10])=O)=[N:4][CH:5]=[CH:6][CH:7]=1.CCN(CC)CC.ClC(OCC(C)C)=O.Cl.[CH3:27][NH:28][O:29][CH3:30]. (9) Given the product [Ca:37].[F:1][C:2]1[CH:7]=[CH:6][C:5]([C:8]2[C:13](/[CH:14]=[CH:15]/[C@@H:16]([OH:24])[CH2:17][C@@H:18]([OH:23])[CH2:19][C:20]([OH:22])=[O:21])=[C:12]([CH:25]([CH3:27])[CH3:26])[N:11]=[C:10]([N:28]([CH3:33])[S:29]([CH3:32])(=[O:31])=[O:30])[N:9]=2)=[CH:4][CH:3]=1, predict the reactants needed to synthesize it. The reactants are: [F:1][C:2]1[CH:7]=[CH:6][C:5]([C:8]2[C:13](/[CH:14]=[CH:15]/[C@@H:16]([OH:24])[CH2:17][C@@H:18]([OH:23])[CH2:19][C:20]([OH:22])=[O:21])=[C:12]([CH:25]([CH3:27])[CH3:26])[N:11]=[C:10]([N:28]([CH3:33])[S:29]([CH3:32])(=[O:31])=[O:30])[N:9]=2)=[CH:4][CH:3]=1.O.O.[Cl-].[Ca+2:37].[Cl-].